Dataset: Acute oral toxicity (LD50) regression data from Zhu et al.. Task: Regression/Classification. Given a drug SMILES string, predict its toxicity properties. Task type varies by dataset: regression for continuous values (e.g., LD50, hERG inhibition percentage) or binary classification for toxic/non-toxic outcomes (e.g., AMES mutagenicity, cardiotoxicity, hepatotoxicity). Dataset: ld50_zhu. (1) The drug is CC1OCC2C(CO1)C1(Cl)C(Cl)=C(Cl)C2(Cl)C1(Cl)Cl. The rat oral LD50 is 3.51, given as -log10 of the dose in mol/kg body weight (higher means more acutely toxic). (2) The drug is Nc1ccc(I)cc1. The rat oral LD50 is 2.62, given as -log10 of the dose in mol/kg body weight (higher means more acutely toxic). (3) The compound is COP(=O)(OC)OC(=CBr)c1ccc(Cl)cc1Cl. The rat oral LD50 is 3.22, given as -log10 of the dose in mol/kg body weight (higher means more acutely toxic). (4) The molecule is Cc1ccccc1OCC(O)COC(N)=O. The rat oral LD50 is 2.33, given as -log10 of the dose in mol/kg body weight (higher means more acutely toxic). (5) The molecule is COCCOC(C)=O. The rat oral LD50 is 1.54, given as -log10 of the dose in mol/kg body weight (higher means more acutely toxic). (6) The molecule is S=c1[nH]c(=S)[nH]c(=S)[nH]1. The rat oral LD50 is 1.27, given as -log10 of the dose in mol/kg body weight (higher means more acutely toxic). (7) The compound is O=[N+]([O-])c1ccc(OP(=O)(CCl)c2ccccc2)cc1. The rat oral LD50 is 3.19, given as -log10 of the dose in mol/kg body weight (higher means more acutely toxic). (8) The molecule is OCC(O)C(O)C(O)C(O)CO. The rat oral LD50 is 1.13, given as -log10 of the dose in mol/kg body weight (higher means more acutely toxic). (9) The drug is COc1cc2[nH]c(C)c(CCN3CCN(c4ccccc4)CC3)c2cc1OC. The rat oral LD50 is 2.58, given as -log10 of the dose in mol/kg body weight (higher means more acutely toxic).